This data is from Reaction yield outcomes from USPTO patents with 853,638 reactions. The task is: Predict the reaction yield, written as a fraction of the theoretical maximum amount of product (1.0 means a 100% yield; for example, 0.34 means a 34% yield). (1) The reactants are CS(O)(=O)=O.[NH2:6][CH2:7][C:8]1[CH:9]=[C:10]2[C:14](=[CH:15][CH:16]=1)[C:13](=[O:17])[N:12]([CH:18]1[CH2:23][CH2:22][C:21](=[O:24])[NH:20][C:19]1=[O:25])[CH2:11]2.[C:26](N1C=CN=C1)(N1C=CN=C1)=[O:27].[N:38]1[CH:43]=[CH:42][CH:41]=[CH:40][C:39]=1[O:44][C:45]1[CH:46]=[C:47]([NH2:51])[CH:48]=[CH:49][CH:50]=1.O. The catalyst is CN(C=O)C. The product is [O:25]=[C:19]1[CH:18]([N:12]2[CH2:11][C:10]3[C:14](=[CH:15][CH:16]=[C:8]([CH2:7][NH:6][C:26]([NH:51][C:47]4[CH:48]=[CH:49][CH:50]=[C:45]([O:44][C:39]5[CH:40]=[CH:41][CH:42]=[CH:43][N:38]=5)[CH:46]=4)=[O:27])[CH:9]=3)[C:13]2=[O:17])[CH2:23][CH2:22][C:21](=[O:24])[NH:20]1. The yield is 0.640. (2) The reactants are [Cl:1][C:2]1[N:7]=[C:6](Cl)[CH:5]=[CH:4][N:3]=1.[CH2:9]([NH2:14])[C:10]([CH3:13])([CH3:12])[CH3:11].C(=O)([O-])[O-].[K+].[K+].N1C=CC=NC=1. The catalyst is C1COCC1. The product is [Cl:1][C:2]1[N:7]=[C:6]([NH:14][CH2:9][C:10]([CH3:13])([CH3:12])[CH3:11])[CH:5]=[CH:4][N:3]=1. The yield is 0.600. (3) The reactants are [CH3:1][O:2][C:3]1[CH:4]=[C:5]([CH:8]=[CH:9][CH:10]=1)[CH:6]=O.[O:11]1[C:15]2([CH2:20][CH2:19][NH:18][CH2:17][CH2:16]2)[O:14][CH2:13][CH2:12]1.C(O[BH-](OC(=O)C)OC(=O)C)(=O)C.[Na+].C(=O)([O-])[O-].[Na+].[Na+]. The catalyst is C(Cl)Cl.C(O)(=O)C. The product is [CH3:1][O:2][C:3]1[CH:4]=[C:5]([CH:8]=[CH:9][CH:10]=1)[CH2:6][N:18]1[CH2:19][CH2:20][C:15]2([O:14][CH2:13][CH2:12][O:11]2)[CH2:16][CH2:17]1. The yield is 0.950. (4) The reactants are [C:1]1([CH2:7][CH2:8][C:9]2[NH:10][C:11]3[CH:17]=[CH:16][CH:15]=[CH:14][C:12]=3[N:13]=2)[CH:6]=[CH:5][CH:4]=[CH:3][CH:2]=1.C([O-])([O-])=O.[K+].[K+].Br[CH2:25][CH:26]([CH3:28])[CH3:27]. The catalyst is CN(C=O)C. The product is [CH2:25]([N:13]1[C:12]2[CH:14]=[CH:15][CH:16]=[CH:17][C:11]=2[N:10]=[C:9]1[CH2:8][CH2:7][C:1]1[CH:2]=[CH:3][CH:4]=[CH:5][CH:6]=1)[CH:26]([CH3:28])[CH3:27]. The yield is 0.640. (5) The reactants are ClCCC[N:5]1[C:9]2[CH:10]=[C:11]([O:14][CH3:15])[CH:12]=[CH:13][C:8]=2[N:7]=[N:6]1.[S:16]1[C:20]2[CH:21]=[CH:22][CH:23]=[CH:24][C:19]=2[C:18]([CH:25]2[CH2:30][CH2:29][NH:28][CH2:27][CH2:26]2)=[N:17]1.[CH:31](N(C(C)C)CC)([CH3:33])[CH3:32].[I-].[K+]. The catalyst is C(#N)C. The product is [O:14]([C:11]1[CH:12]=[C:13]([CH2:32][CH2:31][CH2:33][N:28]2[CH2:29][CH2:30][CH:25]([C:18]3[C:19]4[CH:24]=[CH:23][CH:22]=[CH:21][C:20]=4[S:16][N:17]=3)[CH2:26][CH2:27]2)[C:8]2[N:7]=[N:6][NH:5][C:9]=2[CH:10]=1)[CH3:15]. The yield is 0.691. (6) The reactants are [CH:1]1([CH:7]([NH:26][C:27]2[CH:32]=[CH:31][C:30]([C:33]([N:35]([CH3:43])[CH2:36][CH2:37][C:38]([O:40][CH2:41][CH3:42])=[O:39])=[O:34])=[CH:29][CH:28]=2)[C:8]2[CH:12]=[C:11]([C:13]3[CH:18]=[CH:17][C:16]([O:19][CH2:20][CH2:21][CH2:22][S:23][CH3:24])=[CH:15][CH:14]=3)[O:10][C:9]=2[CH3:25])[CH2:6][CH2:5][CH2:4][CH2:3][CH2:2]1.[OH:44]OS([O-])=O.[K+]. The catalyst is CO.O. The product is [CH:1]1([CH:7]([NH:26][C:27]2[CH:32]=[CH:31][C:30]([C:33]([N:35]([CH3:43])[CH2:36][CH2:37][C:38]([O:40][CH2:41][CH3:42])=[O:39])=[O:34])=[CH:29][CH:28]=2)[C:8]2[CH:12]=[C:11]([C:13]3[CH:14]=[CH:15][C:16]([O:19][CH2:20][CH2:21][CH2:22][S:23]([CH3:24])=[O:44])=[CH:17][CH:18]=3)[O:10][C:9]=2[CH3:25])[CH2:6][CH2:5][CH2:4][CH2:3][CH2:2]1. The yield is 0.910. (7) The reactants are [Cl:1][CH2:2][C:3]([C:5]1[CH:9]=[C:8]([C:10](=[O:20])[C:11]2[CH:16]=[CH:15][C:14]([S:17]([CH3:19])=[O:18])=[CH:13][CH:12]=2)[N:7]([CH3:21])[CH:6]=1)=[O:4].[OH:22]O. The catalyst is CC(O)=O. The product is [Cl:1][CH2:2][C:3]([C:5]1[CH:9]=[C:8]([C:10](=[O:20])[C:11]2[CH:16]=[CH:15][C:14]([S:17]([CH3:19])(=[O:22])=[O:18])=[CH:13][CH:12]=2)[N:7]([CH3:21])[CH:6]=1)=[O:4]. The yield is 0.300.